Dataset: Reaction yield outcomes from USPTO patents with 853,638 reactions. Task: Predict the reaction yield, written as a fraction of the theoretical maximum amount of product (1.0 means a 100% yield; for example, 0.34 means a 34% yield). (1) The reactants are [N:1]1[C:10]2[C:5](=[CH:6][C:7]([CH2:11][N:12]3[C:16]4=[N:17][C:18]([C:21]5[CH:29]=[CH:28][C:24]([C:25]([OH:27])=[O:26])=[CH:23][CH:22]=5)=[CH:19][CH:20]=[C:15]4[N:14]=[N:13]3)=[CH:8][CH:9]=2)[CH:4]=[CH:3][CH:2]=1.[OH-].[Li+:31]. The product is [N:1]1[C:10]2[C:5](=[CH:6][C:7]([CH2:11][N:12]3[C:16]4=[N:17][C:18]([C:21]5[CH:29]=[CH:28][C:24]([C:25]([O-:27])=[O:26])=[CH:23][CH:22]=5)=[CH:19][CH:20]=[C:15]4[N:14]=[N:13]3)=[CH:8][CH:9]=2)[CH:4]=[CH:3][CH:2]=1.[Li+:31]. The yield is 0.980. The catalyst is CO. (2) The reactants are [Br:1][C:2]1[C:10]2[C:5](=[CH:6][C:7]([N+:11]([O-])=O)=[CH:8][CH:9]=2)[N:4]([S:14]([C:17]2[CH:22]=[CH:21][CH:20]=[CH:19][CH:18]=2)(=[O:16])=[O:15])[CH:3]=1.O.[Sn](Cl)Cl. The catalyst is C(O)C.O. The product is [Br:1][C:2]1[C:10]2[C:5](=[CH:6][C:7]([NH2:11])=[CH:8][CH:9]=2)[N:4]([S:14]([C:17]2[CH:22]=[CH:21][CH:20]=[CH:19][CH:18]=2)(=[O:16])=[O:15])[CH:3]=1. The yield is 0.910. (3) The reactants are [CH3:1][O:2][C@H:3]1[C@@H:9]2[O:10][CH2:11][C@H:12]([O:13]C(C3C=CC=CC=3)=O)[C@@H:8]2[O:7][C@@H:4]1[O:5][CH3:6].[OH-].[Na+]. The catalyst is CO.C(OCC)(=O)C. The product is [CH3:1][O:2][C@H:3]1[C@@H:9]2[O:10][CH2:11][C@@H:12]([OH:13])[C@@H:8]2[O:7][C@@H:4]1[O:5][CH3:6]. The yield is 0.850. (4) The reactants are Cl[C:2]1[N:7]=[C:6]([NH2:8])[N:5]=[C:4]([NH:9][C:10]2[CH:15]=[CH:14][C:13]([CH3:16])=[CH:12][CH:11]=2)[CH:3]=1.Cl.[CH3:18][NH:19][CH3:20].C(N(CC)CC)C. The catalyst is CN(C=O)C. The product is [CH3:18][N:19]([CH3:20])[C:2]1[CH:3]=[C:4]([NH:9][C:10]2[CH:15]=[CH:14][C:13]([CH3:16])=[CH:12][CH:11]=2)[N:5]=[C:6]([NH2:8])[N:7]=1. The yield is 0.400. (5) The reactants are [Cl:1][C:2]1[CH:19]=[CH:18][C:5](/[CH:6]=[N:7]/[C:8]2[CH:16]=[CH:15][CH:14]=[C:13]3[C:9]=2[CH2:10][O:11][C:12]3=[O:17])=[CH:4][CH:3]=1.[CH3:20][N:21]1[CH:25]=[CH:24][N:23]=[C:22]1[CH:26]=O.[O-:28][CH2:29][CH3:30].[Na+].C(O)C. The catalyst is C(OCC)(=O)CC. The product is [Cl:1][C:2]1[CH:3]=[CH:4][C:5]([CH:6]2[CH:26]([C:22]3[N:21]([CH3:20])[CH:25]=[CH:24][N:23]=3)[C:29](=[O:28])[C:30]3[C:13]([C:12]([O:11][CH2:10][CH3:9])=[O:17])=[CH:14][CH:15]=[CH:16][C:8]=3[NH:7]2)=[CH:18][CH:19]=1. The yield is 0.200.